From a dataset of Catalyst prediction with 721,799 reactions and 888 catalyst types from USPTO. Predict which catalyst facilitates the given reaction. Reactant: [I:1][C:2]1[CH:21]=[CH:20][CH:19]=[CH:18][C:3]=1[CH2:4][S:5]([NH:8][C:9]1[N:10]=[CH:11][S:12][C:13]=1[C:14]([O:16][CH3:17])=[O:15])(=[O:7])=[O:6].C(N(CC)C(C)C)(C)C.FC(F)(F)S(O[CH2:37][CH:38]([F:40])[F:39])(=O)=O. Product: [F:39][CH:38]([F:40])[CH2:37][N:8]([S:5]([CH2:4][C:3]1[CH:18]=[CH:19][CH:20]=[CH:21][C:2]=1[I:1])(=[O:7])=[O:6])[C:9]1[N:10]=[CH:11][S:12][C:13]=1[C:14]([O:16][CH3:17])=[O:15]. The catalyst class is: 10.